Task: Predict the product of the given reaction.. Dataset: Forward reaction prediction with 1.9M reactions from USPTO patents (1976-2016) (1) Given the reactants [CH3:1][O:2][C:3]1[CH:4]=[CH:5][CH:6]=[C:7]2[C:12]=1[N:11]=[C:10]([CH3:13])[CH:9]=[C:8]2[NH:14][CH:15]([C:18]1[CH:23]=[CH:22][CH:21]=[CH:20][CH:19]=1)[CH2:16][NH2:17].[CH3:24][C:25]([CH3:27])=O, predict the reaction product. The product is: [CH:25]([NH:17][CH2:16][CH:15]([C:18]1[CH:23]=[CH:22][CH:21]=[CH:20][CH:19]=1)[NH:14][C:8]1[C:7]2[C:12](=[C:3]([O:2][CH3:1])[CH:4]=[CH:5][CH:6]=2)[N:11]=[C:10]([CH3:13])[CH:9]=1)([CH3:27])[CH3:24]. (2) The product is: [CH2:24]([O:25][C:4]1[CH:12]=[CH:11][CH:10]=[C:9]([NH:13][C:14]2[C:19]([CH3:20])=[CH:18][C:17]([CH3:21])=[CH:16][C:15]=2[CH3:22])[C:5]=1[C:6]([OH:8])=[O:7])[CH3:23]. Given the reactants [H-].[Na+].Br[C:4]1[CH:12]=[CH:11][CH:10]=[C:9]([NH:13][C:14]2[C:19]([CH3:20])=[CH:18][C:17]([CH3:21])=[CH:16][C:15]=2[CH3:22])[C:5]=1[C:6]([OH:8])=[O:7].[CH3:23][CH2:24][OH:25], predict the reaction product. (3) Given the reactants [C:1]([O:5][C:6]([C:8]1([S:14]([N:17]2[CH2:22][CH2:21][C:20](=[O:23])[CH2:19][CH2:18]2)(=[O:16])=[O:15])[CH2:13][CH2:12][O:11][CH2:10][CH2:9]1)=[O:7])([CH3:4])([CH3:3])[CH3:2].[BH4-].[Na+], predict the reaction product. The product is: [C:1]([O:5][C:6]([C:8]1([S:14]([N:17]2[CH2:22][CH2:21][CH:20]([OH:23])[CH2:19][CH2:18]2)(=[O:16])=[O:15])[CH2:13][CH2:12][O:11][CH2:10][CH2:9]1)=[O:7])([CH3:4])([CH3:2])[CH3:3]. (4) The product is: [Cl:39][C:36]1[CH:37]=[CH:38][C:33]([C:30]2[O:31][CH:32]=[C:28]([CH2:27][S:26][C:16]3[C:15]([C:40]#[N:41])=[C:14]([C:11]4[CH:12]=[CH:13][C:8]([O:7][CH2:6][CH2:5][OH:4])=[CH:9][CH:10]=4)[C:23]4[C:22](=[O:24])[NH:21][C:20]([CH3:25])=[N:19][C:18]=4[N:17]=3)[N:29]=2)=[CH:34][CH:35]=1. Given the reactants C([O:4][CH2:5][CH2:6][O:7][C:8]1[CH:13]=[CH:12][C:11]([C:14]2[C:23]3[C:22](=[O:24])[NH:21][C:20]([CH3:25])=[N:19][C:18]=3[N:17]=[C:16]([S:26][CH2:27][C:28]3[N:29]=[C:30]([C:33]4[CH:38]=[CH:37][C:36]([Cl:39])=[CH:35][CH:34]=4)[O:31][CH:32]=3)[C:15]=2[C:40]#[N:41])=[CH:10][CH:9]=1)(=O)C.[OH-].[Li+].Cl, predict the reaction product. (5) Given the reactants [CH3:1][O:2][C:3]1[CH:4]=[C:5]([C:8]([N+:14]([O-])=O)=[CH:9][C:10]=1[CH2:11][CH:12]=[CH2:13])[CH2:6][OH:7].[Cl-].[NH4+], predict the reaction product. The product is: [NH2:14][C:8]1[CH:9]=[C:10]([CH2:11][CH:12]=[CH2:13])[C:3]([O:2][CH3:1])=[CH:4][C:5]=1[CH2:6][OH:7]. (6) Given the reactants [Cl:1][C:2]1[CH:10]=[C:9]2[C:5]([C:6]([C:11](=[O:16])C(F)(F)F)=[CH:7][NH:8]2)=[CH:4][CH:3]=1.C(=O)([O-])[O-].[K+].[K+].I[CH2:24][CH:25]1[CH2:29][CH2:28][CH2:27][CH2:26]1.[OH-:30].[Na+], predict the reaction product. The product is: [Cl:1][C:2]1[CH:10]=[C:9]2[C:5]([C:6]([C:11]([OH:16])=[O:30])=[CH:7][N:8]2[CH2:24][CH:25]2[CH2:29][CH2:28][CH2:27][CH2:26]2)=[CH:4][CH:3]=1.